This data is from HIV replication inhibition screening data with 41,000+ compounds from the AIDS Antiviral Screen. The task is: Binary Classification. Given a drug SMILES string, predict its activity (active/inactive) in a high-throughput screening assay against a specified biological target. (1) The drug is C=CCCC1(CC(Sc2ccccc2)P(=O)(c2ccccc2)c2ccccc2)OCCO1. The result is 0 (inactive). (2) The compound is Cl.O=C1OC(O)C(Oc2c(Cl)cccc2Cl)=C1Cl. The result is 0 (inactive).